Dataset: NCI-60 drug combinations with 297,098 pairs across 59 cell lines. Task: Regression. Given two drug SMILES strings and cell line genomic features, predict the synergy score measuring deviation from expected non-interaction effect. Drug 1: C1=CC(=CC=C1CCC2=CNC3=C2C(=O)NC(=N3)N)C(=O)NC(CCC(=O)O)C(=O)O. Drug 2: CN(C(=O)NC(C=O)C(C(C(CO)O)O)O)N=O. Cell line: OVCAR-5. Synergy scores: CSS=15.2, Synergy_ZIP=-3.93, Synergy_Bliss=-2.39, Synergy_Loewe=-39.0, Synergy_HSA=-1.55.